Dataset: Forward reaction prediction with 1.9M reactions from USPTO patents (1976-2016). Task: Predict the product of the given reaction. Given the reactants Br[C:2]1[CH:3]=[C:4]2[CH2:10][C:9](=[O:11])[NH:8][C:5]2=[N:6][CH:7]=1.C(N(CC)CC)C.[C]=O.[CH3:21][OH:22].[CH2:23]([OH:25])[CH3:24], predict the reaction product. The product is: [O:11]=[C:9]1[NH:8][C:5]2=[N:6][CH:7]=[C:2]([C:21]([O:25][CH2:23][CH3:24])=[O:22])[CH:3]=[C:4]2[CH2:10]1.